From a dataset of Full USPTO retrosynthesis dataset with 1.9M reactions from patents (1976-2016). Predict the reactants needed to synthesize the given product. Given the product [Br:16][C:3]1[CH:4]=[CH:5][C:6]([NH2:8])=[N:7][C:2]=1[F:1], predict the reactants needed to synthesize it. The reactants are: [F:1][C:2]1[N:7]=[C:6]([NH2:8])[CH:5]=[CH:4][CH:3]=1.C1C(=O)N([Br:16])C(=O)C1.